Task: Predict the product of the given reaction.. Dataset: Forward reaction prediction with 1.9M reactions from USPTO patents (1976-2016) (1) Given the reactants [NH:1]1[C:9]2[C:4](=[CH:5][CH:6]=[CH:7][CH:8]=2)[C:3]([CH2:10][C:11]([NH:25]C(=O)OC(C)(C)C)([C:13]2[NH:14][CH:15]=[C:16]([C:18]3[CH:23]=[CH:22][C:21](F)=[CH:20][CH:19]=3)[N:17]=2)[CH3:12])=[CH:2]1.C(O)(C(F)(F)F)=O.[F:40][C:41]1([CH:47]=O)[CH2:46][CH2:45][O:44][CH2:43][CH2:42]1.C([O-])(O)=O.[Na+], predict the reaction product. The product is: [F:40][C:41]1([CH:47]2[C:2]3[NH:1][C:9]4[C:4](=[CH:5][CH:6]=[CH:7][CH:8]=4)[C:3]=3[CH2:10][C:11]([CH3:12])([C:13]3[NH:14][CH:15]=[C:16]([C:18]4[CH:23]=[CH:22][CH:21]=[CH:20][CH:19]=4)[N:17]=3)[NH:25]2)[CH2:46][CH2:45][O:44][CH2:43][CH2:42]1. (2) Given the reactants [H-].[Al+3].[Li+].[H-].[H-].[H-].[Cl:7][C:8]1[C:9]([CH3:18])=[C:10]([CH:15]=[CH:16][CH:17]=1)[C:11](OC)=[O:12].O.[OH-].[Na+], predict the reaction product. The product is: [Cl:7][C:8]1[C:9]([CH3:18])=[C:10]([CH2:11][OH:12])[CH:15]=[CH:16][CH:17]=1. (3) Given the reactants [O:1]=[C:2]([N:12]1[CH2:17][CH2:16][CH:15]([C:18]2[N:22]=[C:21]([NH:23][C:24]3[C:29]([O:30][C:31]4[CH:36]=[CH:35][CH:34]=[CH:33][CH:32]=4)=[CH:28][C:27]([S:37][C:38]4[CH:43]=[CH:42][CH:41]=[CH:40][N:39]=4)=[CH:26][N:25]=3)[S:20][N:19]=2)[CH2:14][CH2:13]1)[CH2:3][NH:4]C(=O)OC(C)(C)C.[ClH:44], predict the reaction product. The product is: [ClH:44].[ClH:44].[NH2:4][CH2:3][C:2]([N:12]1[CH2:13][CH2:14][CH:15]([C:18]2[N:22]=[C:21]([NH:23][C:24]3[C:29]([O:30][C:31]4[CH:36]=[CH:35][CH:34]=[CH:33][CH:32]=4)=[CH:28][C:27]([S:37][C:38]4[CH:43]=[CH:42][CH:41]=[CH:40][N:39]=4)=[CH:26][N:25]=3)[S:20][N:19]=2)[CH2:16][CH2:17]1)=[O:1]. (4) Given the reactants [CH:1]([N:4](CC)[CH:5](C)C)(C)C.[Br:10][C:11]1[CH:16]=[CH:15][C:14]([CH:17]([OH:21])[C:18](O)=[O:19])=[C:13]([F:22])[CH:12]=1.CNC.C1COCC1.F[P-](F)(F)(F)(F)F.N1(O[P+](N(C)C)(N(C)C)N(C)C)C2C=CC=CC=2N=N1, predict the reaction product. The product is: [Br:10][C:11]1[CH:16]=[CH:15][C:14]([CH:17]([OH:21])[C:18]([N:4]([CH3:5])[CH3:1])=[O:19])=[C:13]([F:22])[CH:12]=1. (5) Given the reactants CCCCCC.C([Li])CCC.C(NC(C)C)(C)C.[C:19]([C:23]1[S:24][CH:25]=[CH:26][CH:27]=1)(=O)[CH2:20][CH3:21].[F:28][C:29]([F:40])([F:39])[C:30](O[C:30](=O)[C:29]([F:40])([F:39])[F:28])=O.Cl.[NH2:42][NH2:43], predict the reaction product. The product is: [CH3:21][C:20]1[C:19]([C:23]2[S:24][CH:25]=[CH:26][CH:27]=2)=[N:42][NH:43][C:30]=1[C:29]([F:40])([F:39])[F:28]. (6) Given the reactants [CH3:1][C:2](=[CH2:4])[CH3:3].[CH2:5]([O:8][C:9]1[CH:14]=[CH:13][C:12]([C:15]2[CH:19]=[C:18]([CH2:20][C:21]([OH:23])=[O:22])[O:17][N:16]=2)=[C:11]([C:24]([F:27])([F:26])[F:25])[CH:10]=1)[CH2:6][CH3:7].S(=O)(=O)(O)O, predict the reaction product. The product is: [CH2:5]([O:8][C:9]1[CH:14]=[CH:13][C:12]([C:15]2[CH:19]=[C:18]([CH2:20][C:21]([O:23][C:2]([CH3:4])([CH3:3])[CH3:1])=[O:22])[O:17][N:16]=2)=[C:11]([C:24]([F:26])([F:27])[F:25])[CH:10]=1)[CH2:6][CH3:7]. (7) Given the reactants [I:1][C:2]1[N:6]=[C:5]([C:7]2[CH:12]=[CH:11][CH:10]=[C:9]([C:13]([F:16])([F:15])[F:14])[CH:8]=2)[N:4]([CH3:17])[C:3]=1[C:18]([OH:20])=O.[N:21]1([CH:28]2[CH2:33][CH2:32][NH:31][CH2:30][CH2:29]2)[CH2:26][CH2:25][CH:24]([OH:27])[CH2:23][CH2:22]1, predict the reaction product. The product is: [OH:27][CH:24]1[CH2:23][CH2:22][N:21]([CH:28]2[CH2:33][CH2:32][N:31]([C:18]([C:3]3[N:4]([CH3:17])[C:5]([C:7]4[CH:12]=[CH:11][CH:10]=[C:9]([C:13]([F:14])([F:15])[F:16])[CH:8]=4)=[N:6][C:2]=3[I:1])=[O:20])[CH2:30][CH2:29]2)[CH2:26][CH2:25]1. (8) Given the reactants [CH3:1][C:2]1[CH:7]=[CH:6][C:5]([S:8]([O:11][CH2:12][CH:13]2[CH2:17][C:16]3[CH:18]=[CH:19][CH:20]=[C:21](Br)[C:15]=3[O:14]2)(=[O:10])=[O:9])=[CH:4][CH:3]=1.[F:23][C:24]([F:35])([F:34])[C:25]1[CH:30]=[CH:29][CH:28]=[CH:27][C:26]=1B(O)O.C(=O)([O-])[O-].[K+].[K+], predict the reaction product. The product is: [CH3:1][C:2]1[CH:7]=[CH:6][C:5]([S:8]([O:11][CH2:12][CH:13]2[CH2:17][C:16]3[CH:18]=[CH:19][CH:20]=[C:21]([C:26]4[CH:27]=[CH:28][CH:29]=[CH:30][C:25]=4[C:24]([F:35])([F:34])[F:23])[C:15]=3[O:14]2)(=[O:10])=[O:9])=[CH:4][CH:3]=1. (9) Given the reactants [CH3:1][O:2][C:3]1[CH:4]=[C:5]([CH:8]=[C:9]([O:13][CH3:14])[C:10]=1[O:11][CH3:12])[CH2:6][NH2:7].C(N(CC)CC)C.[C:22](Cl)(=[O:29])[C:23]1[CH:28]=[CH:27][CH:26]=[CH:25][CH:24]=1, predict the reaction product. The product is: [C:22]([NH:7][CH2:6][C:5]1[CH:8]=[C:9]([O:13][CH3:14])[C:10]([O:11][CH3:12])=[C:3]([O:2][CH3:1])[CH:4]=1)(=[O:29])[C:23]1[CH:28]=[CH:27][CH:26]=[CH:25][CH:24]=1.